Dataset: Reaction yield outcomes from USPTO patents with 853,638 reactions. Task: Predict the reaction yield, written as a fraction of the theoretical maximum amount of product (1.0 means a 100% yield; for example, 0.34 means a 34% yield). The reactants are [CH3:1][C:2]1[CH:8]=[CH:7][CH:6]=[C:5]([CH3:9])[C:3]=1[NH2:4].O.[F:11][C:12]([F:20])([F:19])[C:13]([C:15]([F:18])([F:17])[F:16])=[O:14].[OH-].[Na+]. The catalyst is O.C1(C)C=CC(S(O)(=O)=O)=CC=1.C(OCC)(=O)C. The product is [CH3:1][C:2]1[CH:8]=[C:7]([C:13]([OH:14])([C:15]([F:18])([F:17])[F:16])[C:12]([F:20])([F:19])[F:11])[CH:6]=[C:5]([CH3:9])[C:3]=1[NH2:4]. The yield is 0.690.